Dataset: Reaction yield outcomes from USPTO patents with 853,638 reactions. Task: Predict the reaction yield, written as a fraction of the theoretical maximum amount of product (1.0 means a 100% yield; for example, 0.34 means a 34% yield). (1) The reactants are [OH:1][C:2]1[CH:11]=[C:10]2[C:5]([CH2:6][CH2:7][N:8]([C:13]3[CH:14]=[N:15][CH:16]=[CH:17][C:18]=3[CH3:19])[C:9]2=[O:12])=[CH:4][CH:3]=1.Br[CH2:21][CH:22]1[CH2:24][CH2:23]1.[H-].[Na+]. The catalyst is CN(C=O)C. The product is [CH:22]1([CH2:21][O:1][C:2]2[CH:11]=[C:10]3[C:5]([CH2:6][CH2:7][N:8]([C:13]4[CH:14]=[N:15][CH:16]=[CH:17][C:18]=4[CH3:19])[C:9]3=[O:12])=[CH:4][CH:3]=2)[CH2:24][CH2:23]1. The yield is 0.500. (2) The reactants are [CH3:1][O:2][C:3]1[CH:8]=[CH:7][C:6]([CH2:9][CH2:10][C:11](=[CH2:14])[CH:12]=[O:13])=[CH:5][CH:4]=1.Cl([O-])=[O:16].[Na+]. The catalyst is C(O)(C)(C)C.CC(=CC)C.O. The product is [CH3:1][O:2][C:3]1[CH:8]=[CH:7][C:6]([CH2:9][CH2:10][C:11](=[CH2:14])[C:12]([OH:16])=[O:13])=[CH:5][CH:4]=1. The yield is 0.720. (3) The reactants are [NH:1]([C:3]1[CH:8]=[CH:7][CH:6]=[CH:5][N:4]=1)[NH2:2].O=[C:10]1[CH2:14][CH2:13][CH2:12][CH:11]1[C:15]#[N:16].Cl. The catalyst is CO. The product is [N:4]1[CH:5]=[CH:6][CH:7]=[CH:8][C:3]=1[NH:1][N:2]=[C:10]1[CH2:14][CH2:13][CH2:12][CH:11]1[C:15]#[N:16]. The yield is 0.786. (4) The reactants are [Br:1][C:2]1[CH:3]=[C:4]([NH2:9])[C:5]([NH2:8])=[N:6][CH:7]=1.[C:10](N1C=CN=C1)(N1C=CN=C1)=[O:11].O. The catalyst is C1COCC1. The product is [Br:1][C:2]1[CH:3]=[C:4]2[NH:9][C:10](=[O:11])[NH:8][C:5]2=[N:6][CH:7]=1. The yield is 0.920.